Dataset: CYP1A2 inhibition data for predicting drug metabolism from PubChem BioAssay. Task: Regression/Classification. Given a drug SMILES string, predict its absorption, distribution, metabolism, or excretion properties. Task type varies by dataset: regression for continuous measurements (e.g., permeability, clearance, half-life) or binary classification for categorical outcomes (e.g., BBB penetration, CYP inhibition). Dataset: cyp1a2_veith. (1) The drug is CCC(=Nc1cc(OC)ccc1OC)c1c(O)[nH]c(=O)[nH]c1=O. The result is 1 (inhibitor). (2) The drug is O=C(NCCO[N+](=O)[O-])c1cccnc1. The result is 0 (non-inhibitor). (3) The molecule is CC(=O)N1CCC2(CCN(Cc3ccccc3)CC2)CC1. The result is 0 (non-inhibitor). (4) The molecule is CCOC(=O)/C(C(N)=NCCCO)=C(\O)OCC. The result is 1 (inhibitor).